Task: Predict the reaction yield, written as a fraction of the theoretical maximum amount of product (1.0 means a 100% yield; for example, 0.34 means a 34% yield).. Dataset: Reaction yield outcomes from USPTO patents with 853,638 reactions The reactants are Br[C:2]1[CH:3]=[C:4]([CH:11]=[CH:12][CH:13]=1)[O:5][CH2:6][CH2:7][N:8]([CH3:10])[CH3:9].[CH3:14][C:15]1([CH3:31])[C:19]([CH3:21])([CH3:20])[O:18][B:17]([B:17]2[O:18][C:19]([CH3:21])([CH3:20])[C:15]([CH3:31])([CH3:14])[O:16]2)[O:16]1.CC([O-])=O.[K+].C(Cl)Cl. The catalyst is O1CCOCC1.C1C=CC(P(C2C=CC=CC=2)[C-]2C=CC=C2)=CC=1.C1C=CC(P(C2C=CC=CC=2)[C-]2C=CC=C2)=CC=1.Cl[Pd]Cl.[Fe+2]. The product is [CH3:9][N:8]([CH3:10])[CH2:7][CH2:6][O:5][C:4]1[CH:11]=[CH:12][CH:13]=[C:2]([B:17]2[O:18][C:19]([CH3:21])([CH3:20])[C:15]([CH3:31])([CH3:14])[O:16]2)[CH:3]=1. The yield is 0.190.